The task is: Predict the reactants needed to synthesize the given product.. This data is from Full USPTO retrosynthesis dataset with 1.9M reactions from patents (1976-2016). (1) The reactants are: [F:1][CH:2]([F:30])[N:3]1[N:19]=[CH:18][C:17]2[NH:16][C:15](=[O:20])[CH2:14][CH:13]=[CH:12][CH2:11][C@H:10]([NH:21][C:22](=[O:28])[O:23][C:24]([CH3:27])([CH3:26])[CH3:25])[C:9]3[CH:29]=[C:5]([CH:6]=[CH:7][N:8]=3)[C:4]1=2. Given the product [F:30][CH:2]([F:1])[N:3]1[N:19]=[CH:18][C:17]2[NH:16][C:15](=[O:20])[CH2:14][CH2:13][CH2:12][CH2:11][C@H:10]([NH:21][C:22](=[O:28])[O:23][C:24]([CH3:26])([CH3:27])[CH3:25])[C:9]3[CH:29]=[C:5]([CH:6]=[CH:7][N:8]=3)[C:4]1=2, predict the reactants needed to synthesize it. (2) Given the product [CH3:1][C:2]1[C:3]([N:9]2[CH2:10][CH2:11][N:12]([C:15]([C:17]3[CH:22]=[CH:21][C:20]([N:23]4[CH:27]([CH3:28])[C:26](=[O:29])[N:25]([CH3:32])[C:24]4=[O:30])=[CH:19][C:18]=3[CH3:31])=[O:16])[CH2:13][CH2:14]2)=[N:4][CH:5]=[C:6]([CH3:8])[CH:7]=1, predict the reactants needed to synthesize it. The reactants are: [CH3:1][C:2]1[C:3]([N:9]2[CH2:14][CH2:13][N:12]([C:15]([C:17]3[CH:22]=[CH:21][C:20]([N:23]4[CH:27]([CH3:28])[C:26](=[O:29])[NH:25][C:24]4=[O:30])=[CH:19][C:18]=3[CH3:31])=[O:16])[CH2:11][CH2:10]2)=[N:4][CH:5]=[C:6]([CH3:8])[CH:7]=1.[CH3:32]I. (3) The reactants are: Cl.[CH3:2][O:3][C:4]1[CH:5]=[C:6]([C:12]2[C:13]([CH3:25])([CH3:24])[C:14](=[O:23])[N:15]([CH:17]3[CH2:22][CH2:21][NH:20][CH2:19][CH2:18]3)[N:16]=2)[CH:7]=[CH:8][C:9]=1[O:10][CH3:11].[Cl:26][C:27]1[CH:32]=[CH:31][C:30]([Cl:33])=[CH:29][C:28]=1[S:34](Cl)(=[O:36])=[O:35]. Given the product [Cl:26][C:27]1[CH:32]=[CH:31][C:30]([Cl:33])=[CH:29][C:28]=1[S:34]([N:20]1[CH2:21][CH2:22][CH:17]([N:15]2[C:14](=[O:23])[C:13]([CH3:25])([CH3:24])[C:12]([C:6]3[CH:7]=[CH:8][C:9]([O:10][CH3:11])=[C:4]([O:3][CH3:2])[CH:5]=3)=[N:16]2)[CH2:18][CH2:19]1)(=[O:36])=[O:35], predict the reactants needed to synthesize it. (4) Given the product [Br:1][C:2]1[CH:3]=[C:4]([C:8](=[O:13])[CH2:9][CH2:10][CH:11]=[O:12])[CH:5]=[N:6][CH:7]=1, predict the reactants needed to synthesize it. The reactants are: [Br:1][C:2]1[CH:3]=[C:4]([C:8](=[O:13])[CH2:9][CH2:10][CH2:11][OH:12])[CH:5]=[N:6][CH:7]=1.CC(OI1(OC(C)=O)(OC(C)=O)OC(=O)C2C=CC=CC1=2)=O. (5) Given the product [C:1]([C:3]1[CH:8]=[CH:7][C:6]([S:9]([NH:16][CH2:15][CH2:13][OH:14])(=[O:11])=[O:10])=[CH:5][CH:4]=1)#[N:2], predict the reactants needed to synthesize it. The reactants are: [C:1]([C:3]1[CH:8]=[CH:7][C:6]([S:9](Cl)(=[O:11])=[O:10])=[CH:5][CH:4]=1)#[N:2].[CH2:13]([CH2:15][NH2:16])[OH:14].